Task: Regression. Given two drug SMILES strings and cell line genomic features, predict the synergy score measuring deviation from expected non-interaction effect.. Dataset: NCI-60 drug combinations with 297,098 pairs across 59 cell lines (1) Drug 1: CC12CCC3C(C1CCC2O)C(CC4=C3C=CC(=C4)O)CCCCCCCCCS(=O)CCCC(C(F)(F)F)(F)F. Drug 2: C#CCC(CC1=CN=C2C(=N1)C(=NC(=N2)N)N)C3=CC=C(C=C3)C(=O)NC(CCC(=O)O)C(=O)O. Cell line: HCT-15. Synergy scores: CSS=-5.36, Synergy_ZIP=2.02, Synergy_Bliss=-2.41, Synergy_Loewe=-3.62, Synergy_HSA=-7.02. (2) Drug 1: C1=CN(C(=O)N=C1N)C2C(C(C(O2)CO)O)O.Cl. Drug 2: C1CC(=O)NC(=O)C1N2C(=O)C3=CC=CC=C3C2=O. Cell line: HT29. Synergy scores: CSS=16.8, Synergy_ZIP=3.96, Synergy_Bliss=0.852, Synergy_Loewe=-22.4, Synergy_HSA=1.59. (3) Drug 1: C1C(C(OC1N2C=NC3=C2NC=NCC3O)CO)O. Drug 2: CCC1(C2=C(COC1=O)C(=O)N3CC4=CC5=C(C=CC(=C5CN(C)C)O)N=C4C3=C2)O.Cl. Cell line: HCT-15. Synergy scores: CSS=12.0, Synergy_ZIP=-7.84, Synergy_Bliss=0.755, Synergy_Loewe=-24.1, Synergy_HSA=-1.06. (4) Drug 1: CC1C(C(=O)NC(C(=O)N2CCCC2C(=O)N(CC(=O)N(C(C(=O)O1)C(C)C)C)C)C(C)C)NC(=O)C3=C4C(=C(C=C3)C)OC5=C(C(=O)C(=C(C5=N4)C(=O)NC6C(OC(=O)C(N(C(=O)CN(C(=O)C7CCCN7C(=O)C(NC6=O)C(C)C)C)C)C(C)C)C)N)C. Drug 2: C1=NC2=C(N=C(N=C2N1C3C(C(C(O3)CO)O)O)F)N. Synergy scores: CSS=26.0, Synergy_ZIP=-7.81, Synergy_Bliss=0.401, Synergy_Loewe=-41.2, Synergy_HSA=3.37. Cell line: M14. (5) Drug 1: C1CC(=O)NC(=O)C1N2CC3=C(C2=O)C=CC=C3N. Drug 2: CN(C)N=NC1=C(NC=N1)C(=O)N. Cell line: MALME-3M. Synergy scores: CSS=-2.41, Synergy_ZIP=0.882, Synergy_Bliss=-1.63, Synergy_Loewe=-3.39, Synergy_HSA=-4.21.